This data is from Experimentally validated miRNA-target interactions with 360,000+ pairs, plus equal number of negative samples. The task is: Binary Classification. Given a miRNA mature sequence and a target amino acid sequence, predict their likelihood of interaction. (1) The miRNA is rno-miR-320-3p with sequence AAAAGCUGGGUUGAGAGGGCGA. The protein sequence of the target gene is MAAPSWRGARLVQSVLRVWQVGPHVARERVIPFSSLLGFQRRCVSCVAGSAFSGPRLASASRSNGQGSALDHFLGFSQPDSSVTPCVPAVSMNRDEQDVLLVHHPDMPENSRVLRVVLLGAPNAGKSTLSNQLLGRKVFPVSRKVHTTRCQALGVITEKETQVILLDTPGIISPGKQKRHHLELSLLEDPWKSMESADLVVVLVDVSDKWTRNQLSPQLLRCLTKYSQIPSVLVMNKVDCLKQKSVLLELTAALTEGVVNGKKLKMRQAFHSHPGTHCPSPAVKDPNTQSVGNPQRIGWP.... Result: 0 (no interaction). (2) The miRNA is mmu-miR-6973a-3p with sequence CACUCUAACCCUACCUACCCAU. The protein sequence of the target gene is MQPWQCLRRFALAWWERTAEGRARSPREEVGPRDPGGRGEPDPERSSPPMLSADDAEYPREYRTLGGGGGGGSGGRRFSNVGLVHTSERRHTVIAAQSLEALSGLQKADADRKRDAFMDHLKSKYPQHALALRGQQDRMREQVGGWTVDPVCLLSSLCSHLHGDSTPSGAGQPAQQPNYWSFKTRSSRHTQGAQPGLADQAAKLSYASAESLETMSEAELPLGFSRMNRFRQSLPLSRSASQTKLRSPGVLFLQFGEETRRVHITHEVSSLDTLHALIAHMFPQKLTMGMLKSPNTAILI.... Result: 0 (no interaction). (3) The miRNA is hsa-miR-6749-3p with sequence CUCCUCCCCUGCCUGGCCCAG. The protein sequence of the target gene is MPRSFLVKKHFNASKKPNYSELDTHTVIISPYLYESYSMPVIPQPEILSSGAYSPITVWTTAAPFHAQLPNGLSPLSGYSSSLGRVSPPPPSDTSSKDHSGSESPISDEEERLQSKLSDPHAIEAEKFQCNLCNKTYSTFSGLAKHKQLHCDAQSRKSFSCKYCDKEYVSLGALKMHIRTHTLPCVCKICGKAFSRPWLLQGHIRTHTGEKPFSCPHCNRAFADRSNLRAHLQTHSDVKKYQCKNCSKTFSRMSLLHKHEESGCCVAH. Result: 1 (interaction). (4) The miRNA is mmu-miR-705 with sequence GGUGGGAGGUGGGGUGGGCA. The protein sequence of the target gene is MAPGRAVAGLLLLAAAGLGGVAEGPGLAFSEDVLSVFGANLSLSAAQLQHLLEQMGAASRVGVPEPGQLHFNQCLTAEEIFSLHGFSNATQITSSKFSVICPAVLQQLNFHPCEDRPKHKTRPSHSEVWGYGFLSVTIINLASLLGLILTPLIKKSYFPKILTFFVGLAIGTLFSNAIFQLIPEAFGFDPKVDSYVEKAVAVFGGFYLLFFFERMLKMLLKTYGQNGHTHFGNDNFGPQEKTHQPKALPAINGVTCYANPAVTEANGHIHFDNVSVVSLQDGKKEPSSCTCLKGPKLSEI.... Result: 0 (no interaction).